Dataset: Reaction yield outcomes from USPTO patents with 853,638 reactions. Task: Predict the reaction yield, written as a fraction of the theoretical maximum amount of product (1.0 means a 100% yield; for example, 0.34 means a 34% yield). (1) The reactants are O.[Cl:2][CH2:3][C:4]([N:6]1[C:14]2[C:9](=[CH:10][CH:11]=[CH:12][CH:13]=2)[CH2:8][C@H:7]1[C:15]([O:17][CH3:18])=[O:16])=[O:5].ClCC(Cl)=O.C(N(CC)CC)C. No catalyst specified. The product is [Cl:2][CH2:3][C:4]([N:6]1[C:14]2[C:9](=[CH:10][CH:11]=[CH:12][CH:13]=2)[CH2:8][C@H:7]1[C:15]([O:17][CH3:18])=[O:16])=[O:5]. The yield is 0.890. (2) The reactants are CC1C=CC(S(O[CH2:12][C@@H:13]2[CH2:17][O:16][C:15]([CH3:19])([CH3:18])[O:14]2)(=O)=O)=CC=1.[C:20]([C:24]1[NH:25][C:26]2[C:31]([CH:32]=1)=[CH:30][C:29]([N+:33]([O-:35])=[O:34])=[CH:28][CH:27]=2)([CH3:23])([CH3:22])[CH3:21].C([O-])([O-])=O.[Cs+].[Cs+]. The product is [C:20]([C:24]1[N:25]([CH2:12][C@@H:13]2[CH2:17][O:16][C:15]([CH3:18])([CH3:19])[O:14]2)[C:26]2[C:31]([CH:32]=1)=[CH:30][C:29]([N+:33]([O-:35])=[O:34])=[CH:28][CH:27]=2)([CH3:23])([CH3:21])[CH3:22]. The yield is 0.660. The catalyst is CN(C=O)C. (3) The reactants are [C:1]1([CH2:9][OH:10])[CH:6]=[CH:5][C:4]([CH2:7][OH:8])=[CH:3][CH:2]=1.F[C:12]1[CH:17]=[CH:16][CH:15]=[CH:14][N:13]=1.CN(C)C=O.[H-].[Na+]. The catalyst is O. The product is [N:13]1[CH:14]=[CH:15][CH:16]=[CH:17][C:12]=1[O:8][CH2:7][C:4]1[CH:5]=[CH:6][C:1]([CH2:9][OH:10])=[CH:2][CH:3]=1. The yield is 0.660. (4) The reactants are [C:1]([O:5][C:6]([NH:8][C@@:9]([CH3:15])([CH2:13][OH:14])[C:10]([OH:12])=O)=[O:7])([CH3:4])([CH3:3])[CH3:2].C(N(CC)C(C)C)(C)C.[O:25]1[CH2:29][CH2:28][O:27][CH:26]1[C:30]1[CH:36]=[C:35]([O:37][CH3:38])[CH:34]=[CH:33][C:31]=1[NH2:32].F[P-](F)(F)(F)(F)F.C[N+](C)=C(N(C)C)ON1C2N=CC=CC=2N=N1. The catalyst is CN(C=O)C.O.C(OCC)(=O)C. The product is [O:25]1[CH2:29][CH2:28][O:27][CH:26]1[C:30]1[CH:36]=[C:35]([O:37][CH3:38])[CH:34]=[CH:33][C:31]=1[NH:32][C:10](=[O:12])[C@:9]([NH:8][C:6](=[O:7])[O:5][C:1]([CH3:2])([CH3:3])[CH3:4])([CH3:15])[CH2:13][OH:14]. The yield is 0.430. (5) The reactants are F[C:2]1[CH:12]=[CH:11][C:5]([C:6]([O:8]CC)=[O:7])=[CH:4][C:3]=1[N+:13]([O-:15])=[O:14].[NH:16]1[CH2:20][CH2:19][CH2:18][CH2:17]1.[OH-].[Li+].O. The catalyst is CN(C=O)C.C1COCC1. The product is [N+:13]([C:3]1[CH:4]=[C:5]([CH:11]=[CH:12][C:2]=1[N:16]1[CH2:20][CH2:19][CH2:18][CH2:17]1)[C:6]([OH:8])=[O:7])([O-:15])=[O:14]. The yield is 0.900. (6) The reactants are [CH3:1][C:2]1[CH:3]=[C:4]([CH:8]=[CH:9][C:10]([NH:12][C@H:13]([C:24]([O:26]C)=[O:25])[CH2:14][C:15]2[C:23]3[C:18](=[CH:19][CH:20]=[CH:21][CH:22]=3)[NH:17][CH:16]=2)=[O:11])[CH:5]=[CH:6][CH:7]=1.[OH-].[Na+]. The catalyst is CO. The product is [CH3:1][C:2]1[CH:3]=[C:4]([CH:8]=[CH:9][C:10]([NH:12][C@H:13]([C:24]([OH:26])=[O:25])[CH2:14][C:15]2[C:23]3[C:18](=[CH:19][CH:20]=[CH:21][CH:22]=3)[NH:17][CH:16]=2)=[O:11])[CH:5]=[CH:6][CH:7]=1. The yield is 0.920. (7) The reactants are Br[C:2]1[CH:16]=[CH:15][C:5]([O:6][C:7]2[CH:12]=[CH:11][CH:10]=[C:9]([C:13]#[N:14])[N:8]=2)=[CH:4][CH:3]=1.C1(P(C2C=CC=CC=2)C2C3OC4C(=CC=CC=4P(C4C=CC=CC=4)C4C=CC=CC=4)C(C)(C)C=3C=CC=2)C=CC=CC=1.C(=O)([O-])[O-].[Cs+].[Cs+].[NH2:65][C:66]1[CH:67]=[CH:68][C:69]2[O:74][CH2:73][C:72](=[O:75])[N:71]([CH2:76][C:77]3[CH:82]=[CH:81][C:80]([Cl:83])=[CH:79][CH:78]=3)[C:70]=2[CH:84]=1.C(O)(=O)CC(CC(O)=O)(C(O)=O)O. The catalyst is C([O-])(=O)C.[Pd+2].C([O-])(=O)C.O.O1CCOCC1. The product is [Cl:83][C:80]1[CH:81]=[CH:82][C:77]([CH2:76][N:71]2[C:70]3[CH:84]=[C:66]([NH:65][C:2]4[CH:16]=[CH:15][C:5]([O:6][C:7]5[CH:12]=[CH:11][CH:10]=[C:9]([C:13]#[N:14])[N:8]=5)=[CH:4][CH:3]=4)[CH:67]=[CH:68][C:69]=3[O:74][CH2:73][C:72]2=[O:75])=[CH:78][CH:79]=1. The yield is 0.150. (8) The reactants are C(O[C:9](=O)[N:10](CC=C)[CH2:11][CH:12](OC)OC)C1C=CC=CC=1.C([O:28][C:29](=[O:37])[NH:30][CH2:31][CH:32](OC)OC)C1C=CC=CC=1.[OH-].[K+].[CH2:40](Br)[CH:41]=[CH2:42].[C:44]1(C)C=CC=CC=1. The catalyst is [Cl-].C([N+](CC)(CC)CC1C=CC=CC=1)C.O. The product is [C:41]([O:28][C:29]([N:30]1[CH2:31][CH:32]2[CH:12]1[CH2:11][NH:10][CH2:9]2)=[O:37])([CH3:42])([CH3:44])[CH3:40]. The yield is 0.980. (9) The reactants are C(OC(=O)[NH:7][C:8]1[CH:13]=[CH:12][C:11]([CH2:14][N:15]2[C:23]3[C:18](=[CH:19][CH:20]=[CH:21][CH:22]=3)[C:17]3([C:35]4[C:26](=[CH:27][C:28]5[O:33][CH2:32][CH2:31][O:30][C:29]=5[CH:34]=4)[O:25][CH2:24]3)[C:16]2=[O:36])=[CH:10][N:9]=1)(C)(C)C.FC(F)(F)C(O)=O. The catalyst is ClCCl. The product is [NH2:7][C:8]1[N:9]=[CH:10][C:11]([CH2:14][N:15]2[C:23]3[C:18](=[CH:19][CH:20]=[CH:21][CH:22]=3)[C:17]3([C:35]4[C:26](=[CH:27][C:28]5[O:33][CH2:32][CH2:31][O:30][C:29]=5[CH:34]=4)[O:25][CH2:24]3)[C:16]2=[O:36])=[CH:12][CH:13]=1. The yield is 0.930. (10) The reactants are [O:1]1[C:5]2[CH:6]=[CH:7][C:8]([C:10]3[O:14][C:13]([SH:15])=[N:12][N:11]=3)=[CH:9][C:4]=2[CH2:3][CH2:2]1.Cl[CH2:17][C:18]1[CH:19]=[CH:20][C:21]([O:26][CH3:27])=[C:22]([CH:25]=1)[C:23]#[N:24]. No catalyst specified. The product is [O:1]1[C:5]2[CH:6]=[CH:7][C:8]([C:10]3[O:14][C:13]([S:15][CH2:17][C:18]4[CH:19]=[CH:20][C:21]([O:26][CH3:27])=[C:22]([CH:25]=4)[C:23]#[N:24])=[N:12][N:11]=3)=[CH:9][C:4]=2[CH2:3][CH2:2]1. The yield is 0.720.